This data is from Forward reaction prediction with 1.9M reactions from USPTO patents (1976-2016). The task is: Predict the product of the given reaction. (1) Given the reactants [NH2:1][CH2:2][CH2:3][NH:4][C:5]([CH:7]1[CH2:12][CH2:11][N:10]([C:13]2[C:18]([Cl:19])=[CH:17][N:16]=[CH:15][C:14]=2[Cl:20])[CH2:9][CH2:8]1)=[O:6].[CH3:21][O:22][C:23]1[CH:24]=[CH:25][C:26]([CH:29]=O)=[CH:27][CH:28]=1.C([BH3-])#N.[Na+], predict the reaction product. The product is: [Cl:19][C:18]1[CH:17]=[N:16][CH:15]=[C:14]([Cl:20])[C:13]=1[N:10]1[CH2:9][CH2:8][CH:7]([C:5]([NH:4][CH2:3][CH2:2][NH:1][CH2:29][C:26]2[CH:25]=[CH:24][C:23]([O:22][CH3:21])=[CH:28][CH:27]=2)=[O:6])[CH2:12][CH2:11]1. (2) The product is: [Br:16][C:3]1[CH:4]=[C:5]([C:8]2([C:14]3[N:21]=[N:22][NH:23][N:15]=3)[CH2:9][CH2:10][O:11][CH2:12][CH2:13]2)[CH:6]=[CH:7][C:2]=1[NH2:1]. Given the reactants [NH2:1][C:2]1[CH:7]=[CH:6][C:5]([C:8]2([C:14]#[N:15])[CH2:13][CH2:12][O:11][CH2:10][CH2:9]2)=[CH:4][C:3]=1[Br:16].C[Si]([N:21]=[N+:22]=[N-:23])(C)C.[F-].C([N+](CCCC)(CCCC)CCCC)CCC, predict the reaction product. (3) Given the reactants Br[C:2]1[CH:7]=[CH:6][C:5]([O:8][CH3:9])=[CH:4][C:3]=1[NH:10][C:11](=[O:17])[O:12][C:13]([CH3:16])([CH3:15])[CH3:14].[CH3:18][C:19]1([CH3:35])[C:23]([CH3:25])([CH3:24])[O:22][B:21]([B:21]2[O:22][C:23]([CH3:25])([CH3:24])[C:19]([CH3:35])([CH3:18])[O:20]2)[O:20]1.C([O-])(=O)C.[Na+], predict the reaction product. The product is: [CH3:9][O:8][C:5]1[CH:6]=[CH:7][C:2]([B:21]2[O:22][C:23]([CH3:25])([CH3:24])[C:19]([CH3:35])([CH3:18])[O:20]2)=[C:3]([NH:10][C:11](=[O:17])[O:12][C:13]([CH3:16])([CH3:15])[CH3:14])[CH:4]=1. (4) Given the reactants [CH3:1][O:2][C:3]([C:5]1([CH:10]=O)[CH2:9][CH2:8][CH2:7][CH2:6]1)=[O:4].C([O-])(=O)C.[Na+].Cl.[CH2:18]([O:25][NH2:26])[C:19]1[CH:24]=[CH:23][CH:22]=[CH:21][CH:20]=1, predict the reaction product. The product is: [CH3:1][O:2][C:3]([C:5]1([CH:10]=[N:26][O:25][CH2:18][C:19]2[CH:24]=[CH:23][CH:22]=[CH:21][CH:20]=2)[CH2:6][CH2:7][CH2:8][CH2:9]1)=[O:4]. (5) The product is: [F:1][C:2]([F:7])([F:6])[C:3]([OH:5])=[O:4].[C:8]([C:10]1[CH:11]=[C:12]([C:20]2[O:24][N:23]=[C:22]([C:25]3[CH:44]=[CH:43][C:28]4[CH2:29][CH2:30][N:31]([CH:34]([CH3:42])[C:35]([OH:37])=[O:36])[CH2:32][CH2:33][C:27]=4[CH:26]=3)[N:21]=2)[CH:13]=[CH:14][C:15]=1[O:16][CH:17]([CH3:19])[CH3:18])#[N:9]. Given the reactants [F:1][C:2]([F:7])([F:6])[C:3]([OH:5])=[O:4].[C:8]([C:10]1[CH:11]=[C:12]([C:20]2[O:24][N:23]=[C:22]([C:25]3[CH:44]=[CH:43][C:28]4[CH2:29][CH2:30][N:31]([CH:34]([CH3:42])[C:35]([O:37]C(C)(C)C)=[O:36])[CH2:32][CH2:33][C:27]=4[CH:26]=3)[N:21]=2)[CH:13]=[CH:14][C:15]=1[O:16][CH:17]([CH3:19])[CH3:18])#[N:9], predict the reaction product. (6) Given the reactants [CH2:1]([O:15][C:16]1[CH:25]=[CH:24][C:19]([C:20]([O:22][CH3:23])=[O:21])=[CH:18][CH:17]=1)[CH2:2][CH2:3]OC1C=CC(C(OC)=O)=CC=1.[CH2:26]([NH:30][CH2:31][CH2:32][CH2:33][CH3:34])[CH2:27][CH2:28][CH3:29], predict the reaction product. The product is: [CH2:26]([N:30]([CH2:31][CH2:32][CH2:33][CH3:34])[CH2:3][CH2:2][CH2:1][O:15][C:16]1[CH:17]=[CH:18][C:19]([C:20]([O:22][CH3:23])=[O:21])=[CH:24][CH:25]=1)[CH2:27][CH2:28][CH3:29]. (7) The product is: [Cl:1][C:2]1[N:11]=[C:10]([NH:23][C:22]2[CH:24]=[CH:25][C:19]([O:18][CH3:17])=[CH:20][CH:21]=2)[C:9]2[C:4](=[CH:5][C:6]([O:15][CH3:16])=[C:7]([O:13][CH3:14])[CH:8]=2)[N:3]=1. Given the reactants [Cl:1][C:2]1[N:11]=[C:10](Cl)[C:9]2[C:4](=[CH:5][C:6]([O:15][CH3:16])=[C:7]([O:13][CH3:14])[CH:8]=2)[N:3]=1.[CH3:17][O:18][C:19]1[CH:25]=[CH:24][C:22]([NH2:23])=[CH:21][CH:20]=1, predict the reaction product. (8) Given the reactants C(=O)([O-])[O-].[Cs+].[Cs+].[NH:7]1[CH2:12][CH2:11][O:10][CH2:9][CH2:8]1.[CH2:13](Br)[C:14]#[CH:15], predict the reaction product. The product is: [N:7]1([CH2:15][C:14]#[CH:13])[CH2:12][CH2:11][O:10][CH2:9][CH2:8]1. (9) Given the reactants [CH3:1][CH2:2][O:3][C:4]([CH:6](P(OCC)(OCC)=O)[F:7])=[O:5].C([Li])CCC.[CH:21]([C:24]1[N:25]=[C:26]([CH2:29][CH2:30][C:31]2[CH:44]=[CH:43][N:34]3[C:35](=[O:42])[C:36]([CH:40]=O)=[C:37]([OH:39])[N:38]=[C:33]3[CH:32]=2)[S:27][CH:28]=1)([CH3:23])[CH3:22].O, predict the reaction product. The product is: [F:7]/[C:6](=[CH:40]\[C:36]1[C:35](=[O:42])[N:34]2[CH:43]=[CH:44][C:31]([CH2:30][CH2:29][C:26]3[S:27][CH:28]=[C:24]([CH:21]([CH3:22])[CH3:23])[N:25]=3)=[CH:32][C:33]2=[N:38][C:37]=1[OH:39])/[C:4]([O:3][CH2:2][CH3:1])=[O:5].